This data is from Experimentally validated miRNA-target interactions with 360,000+ pairs, plus equal number of negative samples. The task is: Binary Classification. Given a miRNA mature sequence and a target amino acid sequence, predict their likelihood of interaction. (1) The protein sequence of the target gene is MARRWSTKESQRRGSAWLLLFLAGVYGNGALAELSENVHISGVSTACGESPEQIRAPSGIITSPGWPSDYPAQVNCSWLIRANPGEIITISFQDFDIQGSRRCTLDWLTIETYKNIESYRACGSTIPPPYISSQDHVWIRFHSDDSVSRKGFRLAYFSGKSEQPDCACDQFRCGNGKCIPEAWKCNSMDECGDSSDEEVCASDAHPPTTTAFQPCAYNQFQCLSRFTKVYTCLPESLKCDGNIDCLDLGDEIDCDMPTCGQWLKYFYGTFNSPNYPDFYPPGSNCTWLIDTGDHRKVILR.... Result: 0 (no interaction). The miRNA is hsa-miR-6757-5p with sequence UAGGGAUGGGAGGCCAGGAUGA. (2) The miRNA is hsa-miR-6739-5p with sequence UGGGAAAGAGAAAGAACAAGUA. The protein sequence of the target gene is MMFSGFNADYEASSSRCSSASPAGDSLSYYHSPADSFSSMGSPVNTQDFCADLSVSSANFIPTVTAISTSPDLQWLVQPTLVSSVAPSQTRAPHPYGLPTQSAGAYARAGMVKTVSGGRAQSIGRRGKVEQLSPEEEEKRRIRRERNKMAAAKCRNRRRELTDTLQAETDQLEDEKSALQTEIANLLKEKEKLEFILAAHRPACKIPDDLGFPEEMSVASLDLTGGLPEASTPESEEAFTLPLLNDPEPKPSLEPVKSISNVELKAEPFDDFLFPASSRPSGSETSRSVPDVDLSGSFYA.... Result: 0 (no interaction). (3) The miRNA is bta-miR-155 with sequence UUAAUGCUAAUCGUGAUAGGGGU. The protein sequence of the target gene is MEETMKLATMEDTVEYCLFLIPDESRDSDKHKEILQKYIERIITRFAPMLVPYIWQNQPFNLKYKPGKGGVPAHMFGVTKFGDNIEDEWFIVYVIKQITKEFPELVARIEDNDGEFLLIEAADFLPKWLDPENSTNRVFFCHGELCIIPAPRKSGAESWLPTTPPTIPQALNIITAHSEKILASESIRAAVNRRIRGYPEKIQASLHRAHCFLPAGIVAVLKQRPRLVAAAVQAFYLRDPIDLRACRVFKTFLPETRIMTSVTFTKCLYAQLVQQRFVPDRRSGYRLPPPSDPQYRAHEL.... Result: 0 (no interaction).